This data is from Peptide-MHC class II binding affinity with 134,281 pairs from IEDB. The task is: Regression. Given a peptide amino acid sequence and an MHC pseudo amino acid sequence, predict their binding affinity value. This is MHC class II binding data. (1) The peptide sequence is SRELECGHKKPCTLE. The MHC is DRB1_0101 with pseudo-sequence DRB1_0101. The binding affinity (normalized) is 0.0512. (2) The peptide sequence is GLLFRRLTSREVPLL. The MHC is DRB1_1101 with pseudo-sequence DRB1_1101. The binding affinity (normalized) is 0.835. (3) The peptide sequence is EKQYFAATQFEPLAA. The MHC is DRB1_1602 with pseudo-sequence DRB1_1602. The binding affinity (normalized) is 0.519.